Predict the product of the given reaction. From a dataset of Forward reaction prediction with 1.9M reactions from USPTO patents (1976-2016). Given the reactants [O:1]1[CH2:6][CH2:5][C:4](=[N:7][OH:8])[CH2:3][CH2:2]1.IC1C=CC=CC=1.[C:16]([O:19][CH2:20][CH:21]([N:27]([CH2:31][C:32]([OH:34])=[O:33])[C:28](=[O:30])[CH3:29])[CH2:22][O:23][C:24](=[O:26])[CH3:25])(=[O:18])[CH3:17].[C:16]([O:19][CH2:20][CH:21]([N:27]([CH2:31][C:32]([OH:34])=[O:33])[C:28](=[O:30])[CH3:29])[CH2:22][O:23][C:24](=[O:26])[CH3:25])(=[O:18])[CH3:17], predict the reaction product. The product is: [C:16]([O:19][CH2:20][CH:21]([N:27]([CH2:31][C:32]([O:34][C:4]1([N:7]=[O:8])[CH2:5][CH2:6][O:1][CH2:2][CH2:3]1)=[O:33])[C:28](=[O:30])[CH3:29])[CH2:22][O:23][C:24](=[O:26])[CH3:25])(=[O:18])[CH3:17].